The task is: Predict the reactants needed to synthesize the given product.. This data is from Full USPTO retrosynthesis dataset with 1.9M reactions from patents (1976-2016). (1) Given the product [Cl:1][C:16]1([CH:17]=[N:18][OH:19])[CH:15]=[CH:14][C:13]([C:9]([CH3:12])([CH3:10])[CH3:11])=[CH:21][CH2:20]1, predict the reactants needed to synthesize it. The reactants are: [Cl:1]N1C(=O)CCC1=O.[C:9]([C:13]1[CH:21]=[CH:20][C:16]([CH:17]=[N:18][OH:19])=[CH:15][CH:14]=1)([CH3:12])([CH3:11])[CH3:10].O. (2) Given the product [Cl:1][C:2]1[CH:7]=[C:6]([C:6]2[CH:5]=[C:4]([Cl:9])[N:3]=[C:2]([Cl:1])[CH:7]=2)[CH:5]=[C:4]([Cl:9])[N:3]=1, predict the reactants needed to synthesize it. The reactants are: [Cl:1][C:2]1[CH:7]=[C:6](I)[CH:5]=[C:4]([Cl:9])[N:3]=1. (3) Given the product [CH3:13][O:12][C:5]1[CH:6]=[N:7][C:8]2[C:3]([CH:4]=1)=[C:2]([N:26]1[CH2:27][CH:24]([NH2:23])[CH2:25]1)[CH:11]=[CH:10][CH:9]=2, predict the reactants needed to synthesize it. The reactants are: Br[C:2]1[CH:11]=[CH:10][CH:9]=[C:8]2[C:3]=1[CH:4]=[C:5]([O:12][CH3:13])[CH:6]=[N:7]2.C(OC(=O)[NH:23][CH:24]1[CH2:27][NH:26][CH2:25]1)C1C=CC=CC=1. (4) Given the product [CH3:2][S:3]([C:6]1[CH:7]=[CH:8][C:9]([C:12]2[CH:13]=[CH:14][C:15]3[O:19][CH:18]([CH:20]4[CH2:25][CH2:24][N:23]([CH2:36][C:37]([CH3:40])([OH:39])[CH3:38])[CH2:22][CH2:21]4)[CH2:17][C:16]=3[CH:26]=2)=[CH:10][CH:11]=1)(=[O:4])=[O:5], predict the reactants needed to synthesize it. The reactants are: Cl.[CH3:2][S:3]([C:6]1[CH:11]=[CH:10][C:9]([C:12]2[CH:13]=[CH:14][C:15]3[O:19][CH:18]([CH:20]4[CH2:25][CH2:24][NH:23][CH2:22][CH2:21]4)[CH2:17][C:16]=3[CH:26]=2)=[CH:8][CH:7]=1)(=[O:5])=[O:4].C(N(CC)C(C)C)(C)C.[CH3:36][C:37]1([CH3:40])[O:39][CH2:38]1.